From a dataset of Catalyst prediction with 721,799 reactions and 888 catalyst types from USPTO. Predict which catalyst facilitates the given reaction. (1) Reactant: C[O:2][C:3](=[O:20])[CH:4]([C:12]1[CH:17]=[CH:16][C:15]([Cl:18])=[C:14]([Cl:19])[CH:13]=1)[O:5][CH:6]1[CH2:11][CH2:10][O:9][CH2:8][CH2:7]1.[OH-].[K+]. Product: [Cl:19][C:14]1[CH:13]=[C:12]([CH:4]([O:5][CH:6]2[CH2:11][CH2:10][O:9][CH2:8][CH2:7]2)[C:3]([OH:20])=[O:2])[CH:17]=[CH:16][C:15]=1[Cl:18]. The catalyst class is: 40. (2) Reactant: [NH2:1][C:2]1[CH:3]=[C:4]([C:8]2[N:9]=[CH:10][N:11]([C:13]([N:15]([CH:17]3[CH2:22][CH2:21][N:20]([CH2:23][C:24]4[CH:29]=[CH:28][CH:27]=[C:26]([O:30][CH3:31])[CH:25]=4)[CH2:19][CH2:18]3)[CH3:16])=[O:14])[CH:12]=2)[CH:5]=[CH:6][CH:7]=1.C(N(CC)C(C)C)(C)C.[S:41](Cl)(=[O:44])(=[O:43])[NH2:42]. Product: [CH3:31][O:30][C:26]1[CH:25]=[C:24]([CH:29]=[CH:28][CH:27]=1)[CH2:23][N:20]1[CH2:21][CH2:22][CH:17]([N:15]([CH3:16])[C:13]([N:11]2[CH:12]=[C:8]([C:4]3[CH:5]=[CH:6][CH:7]=[C:2]([NH:1][S:41](=[O:44])(=[O:43])[NH2:42])[CH:3]=3)[N:9]=[CH:10]2)=[O:14])[CH2:18][CH2:19]1. The catalyst class is: 4.